This data is from Reaction yield outcomes from USPTO patents with 853,638 reactions. The task is: Predict the reaction yield, written as a fraction of the theoretical maximum amount of product (1.0 means a 100% yield; for example, 0.34 means a 34% yield). (1) The reactants are [CH2:1]([C@@H:5]1[NH:10][CH2:9][C@H:8]([C:11]2[CH:16]=[CH:15][CH:14]=[CH:13][CH:12]=2)[NH:7][C:6]1=[O:17])[CH:2]([CH3:4])[CH3:3].[Cl:18][C:19]1[CH:24]=[CH:23][C:22]([C@@H:25]2[CH2:27][C@H:26]2[C:28](O)=[O:29])=[CH:21][CH:20]=1.C([C@@H]1N(C(=O)/C=C/C2C=CC=CC=2)C[C@H](CC(C)C)NC1=O)C(C)C. No catalyst specified. The product is [Cl:18][C:19]1[CH:20]=[CH:21][C:22]([C@@H:25]2[CH2:27][C@H:26]2[C:28]([N:10]2[CH2:9][C@H:8]([C:11]3[CH:12]=[CH:13][CH:14]=[CH:15][CH:16]=3)[NH:7][C:6](=[O:17])[C@@H:5]2[CH2:1][CH:2]([CH3:4])[CH3:3])=[O:29])=[CH:23][CH:24]=1. The yield is 0.787. (2) The reactants are [Si:1]([O:8][C:9]1[CH:10]=[C:11]2[C:16](=[CH:17][CH:18]=1)[CH:15]=[C:14]([CH:19]=O)[CH:13]=[CH:12]2)([C:4]([CH3:7])([CH3:6])[CH3:5])([CH3:3])[CH3:2].CC(O)=O.[NH:25]1[CH2:28][CH:27]([C:29]([O:31][CH3:32])=[O:30])[CH2:26]1.[BH3-]C#N.[Na+]. The catalyst is ClCCCl. The product is [Si:1]([O:8][C:9]1[CH:10]=[C:11]2[C:16](=[CH:17][CH:18]=1)[CH:15]=[C:14]([CH2:19][N:25]1[CH2:28][CH:27]([C:29]([O:31][CH3:32])=[O:30])[CH2:26]1)[CH:13]=[CH:12]2)([C:4]([CH3:7])([CH3:6])[CH3:5])([CH3:2])[CH3:3]. The yield is 0.500. (3) The reactants are [F:1][C:2]1[CH:7]=[CH:6][C:5]([C:8]2[CH:9]=[C:10]3[C:15](=[CH:16][CH:17]=2)[N:14]=[CH:13][C:12]([NH2:18])=[C:11]3[C:19]([F:22])([F:21])[F:20])=[CH:4][CH:3]=1.CO.N#N. The catalyst is CCOC(C)=O.[OH-].[Pd+2].[OH-]. The product is [F:1][C:2]1[CH:3]=[CH:4][C:5]([C:8]2[CH:9]=[C:10]3[C:15](=[CH:16][CH:17]=2)[NH:14][CH2:13][CH:12]([NH2:18])[CH:11]3[C:19]([F:22])([F:20])[F:21])=[CH:6][CH:7]=1. The yield is 0.150. (4) The reactants are [CH3:1][S:2](Cl)(=[O:4])=[O:3].[Cl:6][C:7]1[CH:8]=[C:9]([NH:14][C:15]([N:17]2[CH2:22][CH2:21][N:20]([C:23]([C@H:25]3[CH2:30][N:29]([CH2:31][CH3:32])[CH2:28][CH2:27][NH:26]3)=[O:24])[CH2:19][CH2:18]2)=[O:16])[CH:10]=[CH:11][C:12]=1[Cl:13]. No catalyst specified. The product is [Cl:6][C:7]1[CH:8]=[C:9]([NH:14][C:15]([N:17]2[CH2:18][CH2:19][N:20]([C:23]([C@H:25]3[CH2:30][N:29]([CH2:31][CH3:32])[CH2:28][CH2:27][N:26]3[S:2]([CH3:1])(=[O:4])=[O:3])=[O:24])[CH2:21][CH2:22]2)=[O:16])[CH:10]=[CH:11][C:12]=1[Cl:13]. The yield is 0.640. (5) The reactants are C[O:2][C:3](=[O:24])[C:4]1[CH:9]=[CH:8][C:7]([CH2:10][O:11][C:12]2[CH:13]=[N:14][CH:15]=[CH:16][CH:17]=2)=[CH:6][C:5]=1[C:18]1[CH:23]=[CH:22][CH:21]=[CH:20][CH:19]=1.CO.[OH-].[K+]. The product is [N:14]1[CH:15]=[CH:16][CH:17]=[C:12]([O:11][CH2:10][C:7]2[CH:8]=[CH:9][C:4]([C:3]([OH:24])=[O:2])=[C:5]([C:18]3[CH:23]=[CH:22][CH:21]=[CH:20][CH:19]=3)[CH:6]=2)[CH:13]=1. The yield is 0.990. The catalyst is O. (6) The reactants are [C:1]([O:5][C:6]([N:8]1[C:12]2=[N:13][CH:14]=[C:15](Br)[CH:16]=[C:11]2[C:10]([C:18](=[O:28])[C:19]2[CH:24]=[CH:23][CH:22]=[C:21]([O:25][CH3:26])[C:20]=2[F:27])=[CH:9]1)=[O:7])([CH3:4])([CH3:3])[CH3:2].[S:29]1[CH:33]=[CH:32][CH:31]=[C:30]1B(O)O.C(=O)([O-])[O-].[K+].[K+]. The catalyst is O1CCCC1.O. The product is [C:1]([O:5][C:6]([N:8]1[C:12]2=[N:13][CH:14]=[C:15]([C:30]3[S:29][CH:33]=[CH:32][CH:31]=3)[CH:16]=[C:11]2[C:10]([C:18](=[O:28])[C:19]2[CH:24]=[CH:23][CH:22]=[C:21]([O:25][CH3:26])[C:20]=2[F:27])=[CH:9]1)=[O:7])([CH3:4])([CH3:3])[CH3:2]. The yield is 0.850.